This data is from Reaction yield outcomes from USPTO patents with 853,638 reactions. The task is: Predict the reaction yield, written as a fraction of the theoretical maximum amount of product (1.0 means a 100% yield; for example, 0.34 means a 34% yield). (1) The reactants are [B:10]1([B:10]2[O:14][C:13]([CH3:16])([CH3:15])[C:12]([CH3:18])([CH3:17])[O:11]2)[O:14][C:13]([CH3:16])([CH3:15])[C:12]([CH3:18])([CH3:17])[O:11]1.CC([O-])=O.[K+].FC(F)(F)S(O[C:30]1[CH2:31][CH2:32][N:33]([C:36]([O:38][C:39]([CH3:42])([CH3:41])[CH3:40])=[O:37])[CH2:34][CH:35]=1)(=O)=O. The catalyst is O1CCOCC1.C1C=CC(P(C2C=CC=CC=2)[C-]2C=CC=C2)=CC=1.C1C=CC(P(C2C=CC=CC=2)[C-]2C=CC=C2)=CC=1.[Fe+2]. The product is [CH3:16][C:13]1([CH3:15])[C:12]([CH3:17])([CH3:18])[O:11][B:10]([C:30]2[CH2:35][CH2:34][N:33]([C:36]([O:38][C:39]([CH3:42])([CH3:41])[CH3:40])=[O:37])[CH2:32][CH:31]=2)[O:14]1. The yield is 0.760. (2) The reactants are [CH:1]([N:4]1[C:8]2[CH:9]=[CH:10][CH:11]=[CH:12][C:7]=2[N:6]([C:13]([NH:15][CH2:16][CH:17]2[CH2:22][CH2:21][N:20]([CH2:23][C:24]3([C:29]([O:31]C)=[O:30])[CH2:28][CH2:27][CH2:26][CH2:25]3)[CH2:19][CH2:18]2)=[O:14])[C:5]1=[O:33])([CH3:3])[CH3:2].Cl. The catalyst is C(O)(=O)C. The product is [CH:1]([N:4]1[C:8]2[CH:9]=[CH:10][CH:11]=[CH:12][C:7]=2[N:6]([C:13]([NH:15][CH2:16][CH:17]2[CH2:18][CH2:19][N:20]([CH2:23][C:24]3([C:29]([OH:31])=[O:30])[CH2:28][CH2:27][CH2:26][CH2:25]3)[CH2:21][CH2:22]2)=[O:14])[C:5]1=[O:33])([CH3:3])[CH3:2]. The yield is 0.850. (3) The reactants are [CH3:1][O:2][C:3]1[C:4]([C:10]2[CH:15]=[CH:14][CH:13]=[CH:12][C:11]=2[CH3:16])=[C:5]([F:9])[CH:6]=[CH:7][CH:8]=1.FC1C=CC=[C:22]([OH:31])C=1C1C=CC=CC=1C.[H-].[Na+].[CH2:34](Br)C=C.C(OCC=C)C=C.C(C1C(C(F)(F)F)=CC=C(Cl)C=1O)C=C.C(C1C=CC(F)=C(C2C=CC=CC=2C)C=1O)C=C.ClC1C=C(C=CC=1)C(OO)=O.C(=O)([O-])[O-].[K+].[K+].ClC1C2OC(CO)CC=2C(C(F)(F)F)=CC=1. The catalyst is Br.C1(C)C=C(C)C=C(C)C=1. The product is [F:9][C:5]1[CH:6]=[CH:7][C:8]2[CH2:34][CH:1]([CH2:22][OH:31])[O:2][C:3]=2[C:4]=1[C:10]1[CH:15]=[CH:14][CH:13]=[CH:12][C:11]=1[CH3:16]. The yield is 0.800.